Dataset: Catalyst prediction with 721,799 reactions and 888 catalyst types from USPTO. Task: Predict which catalyst facilitates the given reaction. (1) Reactant: [C:1]([O:5][C:6]([N:8]([CH3:37])[C@@H:9]([CH3:36])[C:10]([NH:12][C@@H:13]([CH:30]1[CH2:35][CH2:34][O:33][CH2:32][CH2:31]1)[C:14]([N:16]1[C:20]2=[N:21][CH:22]=[CH:23][CH:24]=[C:19]2[CH2:18][C@H:17]1[C:25]([O:27]CC)=[O:26])=[O:15])=[O:11])=[O:7])([CH3:4])([CH3:3])[CH3:2].C1COCC1.[Li+].[OH-].OS([O-])(=O)=O.[K+]. Product: [C:1]([O:5][C:6]([N:8]([CH3:37])[C@@H:9]([CH3:36])[C:10]([NH:12][C@@H:13]([CH:30]1[CH2:35][CH2:34][O:33][CH2:32][CH2:31]1)[C:14]([N:16]1[C:20]2=[N:21][CH:22]=[CH:23][CH:24]=[C:19]2[CH2:18][C@H:17]1[C:25]([OH:27])=[O:26])=[O:15])=[O:11])=[O:7])([CH3:4])([CH3:3])[CH3:2]. The catalyst class is: 8. (2) Reactant: ON1C2C=CC=CC=2N=N1.[NH2:11][CH2:12][CH2:13][C:14]1[C:22]2[C:17](=[CH:18][CH:19]=[CH:20][CH:21]=2)[NH:16][CH:15]=1.CN1CCOCC1.[CH3:30][N:31]([CH3:48])[C:32]1([C:42]2[CH:47]=[CH:46][CH:45]=[CH:44][N:43]=2)[CH2:37][CH2:36][CH:35]([CH2:38][C:39](O)=[O:40])[CH2:34][CH2:33]1.C1(N=C=NC2CCCCC2)CCCCC1.C(NC1CCCCC1)(NC1CCCCC1)=O.[OH-].[Na+]. Product: [CH3:48][N:31]([CH3:30])[C:32]1([C:42]2[CH:47]=[CH:46][CH:45]=[CH:44][N:43]=2)[CH2:33][CH2:34][CH:35]([CH2:38][C:39]([NH:11][CH2:12][CH2:13][C:14]2[C:22]3[C:17](=[CH:18][CH:19]=[CH:20][CH:21]=3)[NH:16][CH:15]=2)=[O:40])[CH2:36][CH2:37]1. The catalyst class is: 145. (3) Reactant: [H-].[H-].[H-].[H-].[Li+].[Al+3].[Cl:7][C:8]1[S:12][C:11]([S:13]([NH:16][CH:17]([CH:22]2[CH2:27][CH:26]3[CH:24]([C:25]3([F:29])[F:28])[CH2:23]2)[C:18](OC)=[O:19])(=[O:15])=[O:14])=[CH:10][CH:9]=1. Product: [Cl:7][C:8]1[S:12][C:11]([S:13]([NH:16][CH:17]([CH:22]2[CH2:27][CH:26]3[CH:24]([C:25]3([F:29])[F:28])[CH2:23]2)[CH2:18][OH:19])(=[O:14])=[O:15])=[CH:10][CH:9]=1. The catalyst class is: 1. (4) Reactant: [F:1][C:2]([F:35])([F:34])[C:3]1[CH:4]=[C:5]([C:13]([CH3:33])([CH3:32])[C:14]([N:16]([C:18]2[CH:19]=[N:20][C:21](Cl)=[CH:22][C:23]=2[C:24]2[CH:29]=[CH:28][CH:27]=[CH:26][C:25]=2[CH3:30])[CH3:17])=[O:15])[CH:6]=[C:7]([C:9]([F:12])([F:11])[F:10])[CH:8]=1.[CH2:36]1[CH:41]2[CH2:42][NH:43][CH2:44][CH2:45][N:40]2[CH2:39][CH2:38][O:37]1.C(=O)([O-])[O-].[K+].[K+]. Product: [F:1][C:2]([F:35])([F:34])[C:3]1[CH:4]=[C:5]([C:13]([CH3:33])([CH3:32])[C:14]([N:16]([C:18]2[CH:19]=[N:20][C:21]([N:43]3[CH2:44][CH2:45][N:40]4[CH:41]([CH2:36][O:37][CH2:38][CH2:39]4)[CH2:42]3)=[CH:22][C:23]=2[C:24]2[CH:29]=[CH:28][CH:27]=[CH:26][C:25]=2[CH3:30])[CH3:17])=[O:15])[CH:6]=[C:7]([C:9]([F:12])([F:11])[F:10])[CH:8]=1. The catalyst class is: 633. (5) Reactant: C([O:4][C:5]1([C:8]2[CH:13]=[CH:12][CH:11]=[C:10]([CH2:14][N:15]3[C:19]([CH3:20])=[CH:18][C:17](/[C:21](/[F:37])=[CH:22]/[C:23]4[CH:28]=[CH:27][C:26]([C:29]([CH3:35])([CH3:34])[C:30]([F:33])([F:32])[F:31])=[C:25]([F:36])[CH:24]=4)=[N:16]3)[CH:9]=2)[CH2:7][CH2:6]1)(=O)C.C[Mg]Br. Product: [F:37]/[C:21](/[C:17]1[CH:18]=[C:19]([CH3:20])[N:15]([CH2:14][C:10]2[CH:9]=[C:8]([C:5]3([OH:4])[CH2:7][CH2:6]3)[CH:13]=[CH:12][CH:11]=2)[N:16]=1)=[CH:22]\[C:23]1[CH:28]=[CH:27][C:26]([C:29]([CH3:34])([CH3:35])[C:30]([F:31])([F:32])[F:33])=[C:25]([F:36])[CH:24]=1. The catalyst class is: 1.